From a dataset of Full USPTO retrosynthesis dataset with 1.9M reactions from patents (1976-2016). Predict the reactants needed to synthesize the given product. (1) Given the product [CH2:1]([N:8]1[CH2:9][CH:10]([C:12]2[CH:17]=[CH:16][C:15]([O:18][CH3:19])=[CH:14][CH:13]=2)[C:26]2[C:21](=[CH:22][C:23]([O:27][CH3:28])=[CH:24][CH:25]=2)[CH2:20]1)[C:2]1[CH:7]=[CH:6][CH:5]=[CH:4][CH:3]=1, predict the reactants needed to synthesize it. The reactants are: [CH2:1]([N:8]([CH2:20][C:21]1[CH:26]=[CH:25][CH:24]=[C:23]([O:27][CH3:28])[CH:22]=1)[CH2:9][CH:10]([C:12]1[CH:17]=[CH:16][C:15]([O:18][CH3:19])=[CH:14][CH:13]=1)O)[C:2]1[CH:7]=[CH:6][CH:5]=[CH:4][CH:3]=1.C(O)(C(F)(F)F)=O. (2) Given the product [CH2:39]([O:38][C:36](=[O:37])[NH:22][C@@H:19]1[CH2:20][CH2:21][N:16]([C:10]2[CH:11]=[C:12]([C:14]#[N:15])[CH:13]=[C:8]([NH2:7])[C:9]=2[Cl:24])[CH2:17][C@H:18]1[OH:23])[CH3:40], predict the reactants needed to synthesize it. The reactants are: C(OC(=O)[NH:7][C:8]1[CH:13]=[C:12]([C:14]#[N:15])[CH:11]=[C:10]([N:16]2[CH2:21][CH2:20][C@@H:19]([NH2:22])[C@H:18]([OH:23])[CH2:17]2)[C:9]=1[Cl:24])(C)(C)C.CCN(C(C)C)C(C)C.Cl[C:36]([O:38][CH2:39][CH3:40])=[O:37].C(O)(C(F)(F)F)=O. (3) Given the product [Br:1][C:2]1[CH:7]=[C:6]2[C:5](=[CH:4][CH:3]=1)[N:8]=[C:12]([CH3:13])[C:11]2([CH3:15])[CH3:10], predict the reactants needed to synthesize it. The reactants are: [Br:1][C:2]1[CH:7]=[CH:6][C:5]([NH:8]N)=[CH:4][CH:3]=1.[CH3:10][CH:11]([CH3:15])[C:12](=O)[CH3:13].